From a dataset of Reaction yield outcomes from USPTO patents with 853,638 reactions. Predict the reaction yield, written as a fraction of the theoretical maximum amount of product (1.0 means a 100% yield; for example, 0.34 means a 34% yield). (1) The reactants are [Cl:1][C:2]1[CH:10]=[CH:9][C:5]([C:6](O)=[O:7])=[CH:4][CH:3]=1.Cl.CN1CC[O:16][CH2:15]C1.Cl.C[N:21]([CH3:30])CCCN=C=NCC. The yield is 0.880. The catalyst is C(Cl)Cl. The product is [Cl:1][C:2]1[CH:10]=[CH:9][C:5]([C:6]([N:21]([O:16][CH3:15])[CH3:30])=[O:7])=[CH:4][CH:3]=1. (2) The reactants are [C:1]([C:4]1[CH:5]=[C:6]([N:11]2[CH2:15][CH2:14][N:13]([C:16]3[CH:17]=[N:18][CH:19]=[CH:20][C:21]=3[CH3:22])[C:12]2=[O:23])[CH:7]=[CH:8][C:9]=1F)(=O)[CH3:2].CO.O.[NH2:27][NH2:28]. The catalyst is C(Cl)(Cl)Cl. The product is [CH3:2][C:1]1[C:4]2[C:9](=[CH:8][CH:7]=[C:6]([N:11]3[CH2:15][CH2:14][N:13]([C:16]4[CH:17]=[N:18][CH:19]=[CH:20][C:21]=4[CH3:22])[C:12]3=[O:23])[CH:5]=2)[NH:28][N:27]=1. The yield is 0.140. (3) The reactants are [CH3:1][C:2]([CH3:19])([CH3:18])[C:3]([O:5][CH2:6][N:7]1[CH:15]=[N:14][C:13]2[C:8]1=[N:9][C:10](N)=[N:11][C:12]=2[Cl:16])=[O:4].[CH3:20][S:21]SC.N(OC(C)(C)C)=O. The catalyst is C(#N)C. The product is [CH3:1][C:2]([CH3:19])([CH3:18])[C:3]([O:5][CH2:6][N:7]1[CH:15]=[N:14][C:13]2[C:8]1=[N:9][C:10]([S:21][CH3:20])=[N:11][C:12]=2[Cl:16])=[O:4]. The yield is 0.550.